Task: Predict the reactants needed to synthesize the given product.. Dataset: Full USPTO retrosynthesis dataset with 1.9M reactions from patents (1976-2016) (1) Given the product [CH:30]1([CH2:29][C@H:23]([NH:22][C:12]([C:10]2[CH:9]=[CH:8][C:7]([N:15]3[CH2:18][C:17]([F:20])([F:19])[CH2:16]3)=[C:6]([O:5][CH2:4][CH:1]3[CH2:2][CH2:3]3)[N:11]=2)=[O:14])[C:24](=[O:25])[N:26]([CH3:27])[CH3:28])[CH2:32][CH2:31]1, predict the reactants needed to synthesize it. The reactants are: [CH:1]1([CH2:4][O:5][C:6]2[N:11]=[C:10]([C:12]([OH:14])=O)[CH:9]=[CH:8][C:7]=2[N:15]2[CH2:18][C:17]([F:20])([F:19])[CH2:16]2)[CH2:3][CH2:2]1.Cl.[NH2:22][C@@H:23]([CH2:29][CH:30]1[CH2:32][CH2:31]1)[C:24]([N:26]([CH3:28])[CH3:27])=[O:25]. (2) The reactants are: [CH3:1][C:2]([C:4]1[CH:9]=[C:8]([Br:10])[C:7]([OH:11])=[C:6]([Br:12])[CH:5]=1)=[O:3].C([O-])([O-])=O.[K+].[K+].[CH2:19](Br)[C:20]1[CH:25]=[CH:24][CH:23]=[CH:22][CH:21]=1. Given the product [CH2:19]([O:11][C:7]1[C:6]([Br:12])=[CH:5][C:4]([C:2](=[O:3])[CH3:1])=[CH:9][C:8]=1[Br:10])[C:20]1[CH:25]=[CH:24][CH:23]=[CH:22][CH:21]=1, predict the reactants needed to synthesize it.